Predict the reactants needed to synthesize the given product. From a dataset of Full USPTO retrosynthesis dataset with 1.9M reactions from patents (1976-2016). Given the product [N:23]1[N:24]([C:13]2[N:14]=[C:9]([NH2:8])[CH:10]=[CH:11][CH:12]=2)[N:25]=[CH:26][CH:27]=1.[N:23]1([C:13]2[N:14]=[C:9]([NH2:8])[CH:10]=[CH:11][CH:12]=2)[CH:27]=[CH:26][NH:25][NH:24]1, predict the reactants needed to synthesize it. The reactants are: C([N:8](C(OC(C)(C)C)=O)[C:9]1[N:14]=[C:13](Br)[CH:12]=[CH:11][CH:10]=1)(OC(C)(C)C)=O.[N:23]1[NH:24][N:25]=[CH:26][CH:27]=1.[OH-].[K+].